From a dataset of Full USPTO retrosynthesis dataset with 1.9M reactions from patents (1976-2016). Predict the reactants needed to synthesize the given product. The reactants are: ClC1C(CCCl)=C(C2C=CC=C(OC)C=2)N=C(N2CCOCC2)N=1.CN(C)CCCN.C[O:33][C:34]1[CH:35]=[C:36]([C:40]2[C:41]3[CH2:54][CH2:53][N:52]([CH2:55][CH2:56][CH2:57][N:58]([CH3:60])[CH3:59])[C:42]=3[N:43]=[C:44]([N:46]3[CH2:51][CH2:50][O:49][CH2:48][CH2:47]3)[N:45]=2)[CH:37]=[CH:38][CH:39]=1. Given the product [CH3:60][N:58]([CH3:59])[CH2:57][CH2:56][CH2:55][N:52]1[C:42]2[N:43]=[C:44]([N:46]3[CH2:47][CH2:48][O:49][CH2:50][CH2:51]3)[N:45]=[C:40]([C:36]3[CH:35]=[C:34]([OH:33])[CH:39]=[CH:38][CH:37]=3)[C:41]=2[CH2:54][CH2:53]1, predict the reactants needed to synthesize it.